This data is from NCI-60 drug combinations with 297,098 pairs across 59 cell lines. The task is: Regression. Given two drug SMILES strings and cell line genomic features, predict the synergy score measuring deviation from expected non-interaction effect. (1) Drug 1: CC(CN1CC(=O)NC(=O)C1)N2CC(=O)NC(=O)C2. Drug 2: CN(C)C1=NC(=NC(=N1)N(C)C)N(C)C. Cell line: K-562. Synergy scores: CSS=32.6, Synergy_ZIP=11.8, Synergy_Bliss=14.2, Synergy_Loewe=0.480, Synergy_HSA=10.7. (2) Drug 1: CC1C(C(CC(O1)OC2CC(OC(C2O)C)OC3=CC4=CC5=C(C(=O)C(C(C5)C(C(=O)C(C(C)O)O)OC)OC6CC(C(C(O6)C)O)OC7CC(C(C(O7)C)O)OC8CC(C(C(O8)C)O)(C)O)C(=C4C(=C3C)O)O)O)O. Drug 2: COC1=NC(=NC2=C1N=CN2C3C(C(C(O3)CO)O)O)N. Cell line: RPMI-8226. Synergy scores: CSS=19.2, Synergy_ZIP=-0.146, Synergy_Bliss=-1.88, Synergy_Loewe=-49.5, Synergy_HSA=-2.02. (3) Drug 1: CC1C(C(CC(O1)OC2CC(CC3=C2C(=C4C(=C3O)C(=O)C5=C(C4=O)C(=CC=C5)OC)O)(C(=O)C)O)N)O.Cl. Drug 2: CC1=C(C=C(C=C1)C(=O)NC2=CC(=CC(=C2)C(F)(F)F)N3C=C(N=C3)C)NC4=NC=CC(=N4)C5=CN=CC=C5. Cell line: OVCAR3. Synergy scores: CSS=3.72, Synergy_ZIP=-4.73, Synergy_Bliss=-3.70, Synergy_Loewe=-21.6, Synergy_HSA=-6.25. (4) Synergy scores: CSS=47.4, Synergy_ZIP=-4.24, Synergy_Bliss=-9.27, Synergy_Loewe=-10.2, Synergy_HSA=-6.13. Drug 1: CCC1(C2=C(COC1=O)C(=O)N3CC4=CC5=C(C=CC(=C5CN(C)C)O)N=C4C3=C2)O.Cl. Cell line: NCI-H460. Drug 2: CC1C(C(CC(O1)OC2CC(CC3=C2C(=C4C(=C3O)C(=O)C5=CC=CC=C5C4=O)O)(C(=O)C)O)N)O. (5) Drug 1: CCC1(CC2CC(C3=C(CCN(C2)C1)C4=CC=CC=C4N3)(C5=C(C=C6C(=C5)C78CCN9C7C(C=CC9)(C(C(C8N6C)(C(=O)OC)O)OC(=O)C)CC)OC)C(=O)OC)O.OS(=O)(=O)O. Drug 2: CC12CCC3C(C1CCC2OP(=O)(O)O)CCC4=C3C=CC(=C4)OC(=O)N(CCCl)CCCl.[Na+]. Cell line: HCT116. Synergy scores: CSS=6.05, Synergy_ZIP=3.78, Synergy_Bliss=3.07, Synergy_Loewe=4.30, Synergy_HSA=2.89. (6) Drug 1: CC1=C(C=C(C=C1)NC(=O)C2=CC=C(C=C2)CN3CCN(CC3)C)NC4=NC=CC(=N4)C5=CN=CC=C5. Drug 2: COC1=C2C(=CC3=C1OC=C3)C=CC(=O)O2. Cell line: CCRF-CEM. Synergy scores: CSS=-3.33, Synergy_ZIP=1.62, Synergy_Bliss=0.299, Synergy_Loewe=-6.45, Synergy_HSA=-5.54. (7) Drug 1: CN(C)N=NC1=C(NC=N1)C(=O)N. Drug 2: CC1=C2C(C(=O)C3(C(CC4C(C3C(C(C2(C)C)(CC1OC(=O)C(C(C5=CC=CC=C5)NC(=O)OC(C)(C)C)O)O)OC(=O)C6=CC=CC=C6)(CO4)OC(=O)C)O)C)O. Cell line: UACC-257. Synergy scores: CSS=8.61, Synergy_ZIP=-6.88, Synergy_Bliss=-0.112, Synergy_Loewe=-29.1, Synergy_HSA=-4.88.